The task is: Predict the reaction yield, written as a fraction of the theoretical maximum amount of product (1.0 means a 100% yield; for example, 0.34 means a 34% yield).. This data is from Reaction yield outcomes from USPTO patents with 853,638 reactions. (1) The reactants are [NH:1]1[C:9]2[C:4](=[CH:5][CH:6]=[CH:7][CH:8]=2)[CH2:3][C:2]1=[O:10].C[Si](C)(C)N[Si](C)(C)C.[Na].[NH2:21][C:22]1[CH:31]=[C:30]2[C:25]([CH2:26][O:27][C:28]2=O)=[CH:24][CH:23]=1.Cl. The catalyst is CN(C=O)C. The product is [NH2:21][C:22]1[CH:31]=[C:30]2[C:25]([CH2:26][O:27][C:28]2=[C:3]2[C:4]3[C:9](=[CH:8][CH:7]=[CH:6][CH:5]=3)[NH:1][C:2]2=[O:10])=[CH:24][CH:23]=1. The yield is 0.450. (2) The reactants are [NH2:1][C:2]1[C:7]([OH:8])=[C:6]([C:9]#[N:10])[CH:5]=[CH:4][C:3]=1[N+:11]([O-:13])=[O:12].[C:14](OCC)(OCC)(OCC)[CH3:15]. No catalyst specified. The product is [C:9]([C:6]1[C:7]2[O:8][C:14]([CH3:15])=[N:1][C:2]=2[C:3]([N+:11]([O-:13])=[O:12])=[CH:4][CH:5]=1)#[N:10]. The yield is 0.630. (3) The reactants are [CH3:1][C:2]1[CH:7]=[C:6]([CH3:8])[NH:5][C:4](=[O:9])[C:3]=1[CH2:10][NH:11][C:12]([C:14]1[C:15]2[CH:29]=[N:28][N:27]([CH:30]([CH3:32])[CH3:31])[C:16]=2[N:17]=[C:18]([N:20]2[CH2:25][CH2:24][C:23](=[O:26])[CH2:22][CH2:21]2)[CH:19]=1)=[O:13].[BH4-].[Na+]. The catalyst is CO. The product is [CH3:1][C:2]1[CH:7]=[C:6]([CH3:8])[NH:5][C:4](=[O:9])[C:3]=1[CH2:10][NH:11][C:12]([C:14]1[C:15]2[CH:29]=[N:28][N:27]([CH:30]([CH3:32])[CH3:31])[C:16]=2[N:17]=[C:18]([N:20]2[CH2:25][CH2:24][CH:23]([OH:26])[CH2:22][CH2:21]2)[CH:19]=1)=[O:13]. The yield is 0.340. (4) The reactants are C([O:5][C:6]([C@H:8]1[CH2:12][CH2:11][CH2:10][N:9]1[C:13](=[O:44])[CH2:14][CH2:15][N:16]([CH2:28][CH2:29][C:30]([N:32]1[CH2:36][CH2:35][CH2:34][C@@H:33]1[C:37]([O:39]C(C)(C)C)=[O:38])=[O:31])[CH2:17][C:18]1[CH:23]=[CH:22][C:21]([C:24]([F:27])([F:26])[F:25])=[CH:20][CH:19]=1)=[O:7])(C)(C)C.[F:45][C:46]([F:51])([F:50])[C:47]([OH:49])=[O:48]. The catalyst is ClCCl.CCOCC. The product is [F:45][C:46]([F:51])([F:50])[C:47]([OH:49])=[O:48].[C:37]([C@H:33]1[CH2:34][CH2:35][CH2:36][N:32]1[C:30](=[O:31])[CH2:29][CH2:28][N:16]([CH2:17][C:18]1[CH:23]=[CH:22][C:21]([C:24]([F:25])([F:26])[F:27])=[CH:20][CH:19]=1)[CH2:15][CH2:14][C:13]([N:9]1[CH2:10][CH2:11][CH2:12][C@@H:8]1[C:6]([OH:7])=[O:5])=[O:44])([OH:39])=[O:38]. The yield is 0.750.